Dataset: NCI-60 drug combinations with 297,098 pairs across 59 cell lines. Task: Regression. Given two drug SMILES strings and cell line genomic features, predict the synergy score measuring deviation from expected non-interaction effect. (1) Drug 1: C1=CC(=C2C(=C1NCCNCCO)C(=O)C3=C(C=CC(=C3C2=O)O)O)NCCNCCO. Drug 2: CC(CN1CC(=O)NC(=O)C1)N2CC(=O)NC(=O)C2. Cell line: SR. Synergy scores: CSS=96.8, Synergy_ZIP=10.5, Synergy_Bliss=10.3, Synergy_Loewe=10.2, Synergy_HSA=13.4. (2) Drug 1: C1=CC=C(C(=C1)C(C2=CC=C(C=C2)Cl)C(Cl)Cl)Cl. Drug 2: C1=NC2=C(N1)C(=S)N=CN2. Cell line: NCI-H226. Synergy scores: CSS=26.2, Synergy_ZIP=-0.683, Synergy_Bliss=-1.07, Synergy_Loewe=-5.87, Synergy_HSA=1.75. (3) Drug 1: CN1CCC(CC1)COC2=C(C=C3C(=C2)N=CN=C3NC4=C(C=C(C=C4)Br)F)OC. Drug 2: CC1C(C(CC(O1)OC2CC(CC3=C2C(=C4C(=C3O)C(=O)C5=C(C4=O)C(=CC=C5)OC)O)(C(=O)CO)O)N)O.Cl. Cell line: HOP-92. Synergy scores: CSS=57.5, Synergy_ZIP=2.71, Synergy_Bliss=1.88, Synergy_Loewe=3.35, Synergy_HSA=4.51. (4) Drug 2: CC(C)(C#N)C1=CC(=CC(=C1)CN2C=NC=N2)C(C)(C)C#N. Synergy scores: CSS=-0.970, Synergy_ZIP=-4.69, Synergy_Bliss=-13.0, Synergy_Loewe=-9.28, Synergy_HSA=-13.5. Cell line: HCC-2998. Drug 1: CCN(CC)CCNC(=O)C1=C(NC(=C1C)C=C2C3=C(C=CC(=C3)F)NC2=O)C. (5) Drug 1: C1=CC=C(C(=C1)C(C2=CC=C(C=C2)Cl)C(Cl)Cl)Cl. Drug 2: C1CNP(=O)(OC1)N(CCCl)CCCl. Cell line: A549. Synergy scores: CSS=-0.858, Synergy_ZIP=0.704, Synergy_Bliss=0.0352, Synergy_Loewe=-2.15, Synergy_HSA=-1.37. (6) Drug 1: C(CC(=O)O)C(=O)CN.Cl. Drug 2: CC(C)CN1C=NC2=C1C3=CC=CC=C3N=C2N. Cell line: HL-60(TB). Synergy scores: CSS=13.7, Synergy_ZIP=-4.12, Synergy_Bliss=0.584, Synergy_Loewe=-0.892, Synergy_HSA=-0.866. (7) Drug 1: C#CCC(CC1=CN=C2C(=N1)C(=NC(=N2)N)N)C3=CC=C(C=C3)C(=O)NC(CCC(=O)O)C(=O)O. Drug 2: C1CCC(C(C1)N)N.C(=O)(C(=O)[O-])[O-].[Pt+4]. Cell line: PC-3. Synergy scores: CSS=18.3, Synergy_ZIP=-3.66, Synergy_Bliss=2.40, Synergy_Loewe=1.29, Synergy_HSA=0.490.